From a dataset of Peptide-MHC class I binding affinity with 185,985 pairs from IEDB/IMGT. Regression. Given a peptide amino acid sequence and an MHC pseudo amino acid sequence, predict their binding affinity value. This is MHC class I binding data. (1) The peptide sequence is HEVHAVWPG. The MHC is HLA-B18:01 with pseudo-sequence HLA-B18:01. The binding affinity (normalized) is 0.513. (2) The peptide sequence is LYNSTFFSTF. The MHC is HLA-A29:02 with pseudo-sequence HLA-A29:02. The binding affinity (normalized) is 0.405. (3) The peptide sequence is CTDKFSQLF. The MHC is HLA-B58:01 with pseudo-sequence HLA-B58:01. The binding affinity (normalized) is 0.496. (4) The peptide sequence is WTGNYFTDT. The MHC is HLA-A02:06 with pseudo-sequence HLA-A02:06. The binding affinity (normalized) is 0. (5) The peptide sequence is VLIRRCHYL. The MHC is BoLA-HD6 with pseudo-sequence BoLA-HD6. The binding affinity (normalized) is 0.566. (6) The peptide sequence is GRNQFVDGL. The MHC is HLA-B53:01 with pseudo-sequence HLA-B53:01. The binding affinity (normalized) is 0.213.